Dataset: Full USPTO retrosynthesis dataset with 1.9M reactions from patents (1976-2016). Task: Predict the reactants needed to synthesize the given product. (1) Given the product [C:1]1([NH:7][C:8](=[O:26])[O:9][C:10]2[CH:11]=[C:12]3[C:16](=[CH:17][CH:18]=2)[NH:15][CH2:14][CH2:13]3)[CH:2]=[CH:3][CH:4]=[CH:5][CH:6]=1, predict the reactants needed to synthesize it. The reactants are: [C:1]1([NH:7][C:8](=[O:26])[O:9][C:10]2[CH:11]=[C:12]3[C:16](=[CH:17][CH:18]=2)[N:15](CC2C=CC=CC=2)[CH2:14][CH2:13]3)[CH:6]=[CH:5][CH:4]=[CH:3][CH:2]=1. (2) Given the product [CH:23]1([N:18]2[CH2:17][C:16]3([CH2:26][CH2:27][N:13]([CH:8]([C:5]4[CH:6]=[CH:7][C:2]([C:53]5[CH:62]=[C:61]6[C:56]([CH:57]=[C:58]([O:63][CH3:64])[CH:59]=[N:60]6)=[CH:55][CH:54]=5)=[CH:3][C:4]=4[F:28])[C:9]([O:11][CH3:12])=[O:10])[CH2:14][CH2:15]3)[O:21][CH2:20][C:19]2=[O:22])[CH2:25][CH2:24]1, predict the reactants needed to synthesize it. The reactants are: Br[C:2]1[CH:7]=[CH:6][C:5]([CH:8]([N:13]2[CH2:27][CH2:26][C:16]3([O:21][CH2:20][C:19](=[O:22])[N:18]([CH:23]4[CH2:25][CH2:24]4)[CH2:17]3)[CH2:15][CH2:14]2)[C:9]([O:11][CH3:12])=[O:10])=[C:4]([F:28])[CH:3]=1.CC1(C)C(C)(C)OB(B2OC(C)(C)C(C)(C)O2)O1.C([O-])(=O)C.[K+].Br[C:53]1[CH:62]=[C:61]2[C:56]([CH:57]=[C:58]([O:63][CH3:64])[CH:59]=[N:60]2)=[CH:55][CH:54]=1.C(=O)([O-])[O-].[K+].[K+]. (3) Given the product [CH2:1]([O:8][C:9](=[O:10])[NH:11][C@@H:12]1[CH2:17][CH2:16][C@@H:15]([N:25]=[N+:26]=[N-:27])[C@@H:14]([O:23][CH3:24])[CH2:13]1)[C:2]1[CH:7]=[CH:6][CH:5]=[CH:4][CH:3]=1, predict the reactants needed to synthesize it. The reactants are: [CH2:1]([O:8][C:9]([NH:11][C@@H:12]1[CH2:17][CH2:16][C@H:15](OS(C)(=O)=O)[C@@H:14]([O:23][CH3:24])[CH2:13]1)=[O:10])[C:2]1[CH:7]=[CH:6][CH:5]=[CH:4][CH:3]=1.[N-:25]=[N+:26]=[N-:27].[Na+]. (4) Given the product [Cl:1][C:2]1[S:6][C:5]([C:7]2[NH:33][C:10]([CH:11]([C:19]3[CH:24]=[CH:23][C:22]([S:25][CH3:26])=[CH:21][N:20]=3)[CH2:12][CH:13]3[CH2:18][CH2:17][O:16][CH2:15][CH2:14]3)=[CH:9][CH:8]=2)=[N:4][CH:3]=1, predict the reactants needed to synthesize it. The reactants are: [Cl:1][C:2]1[S:6][C:5]([C:7](=O)[CH2:8][CH2:9][C:10](=O)[CH:11]([C:19]2[CH:24]=[CH:23][C:22]([S:25][CH3:26])=[CH:21][N:20]=2)[CH2:12][CH:13]2[CH2:18][CH2:17][O:16][CH2:15][CH2:14]2)=[N:4][CH:3]=1.C([O-])(=O)C.[NH4+:33].C(=O)([O-])O.[Na+]. (5) Given the product [Cl:1][C:2]1[C:3]([F:24])=[C:4]([C:16]2[N:17]=[CH:18][N:19]=[C:20]([OH:22])[CH:21]=2)[C:5]([N:8]2[CH:12]=[C:11]([CH:13]([F:15])[F:14])[N:10]=[N:9]2)=[CH:6][CH:7]=1, predict the reactants needed to synthesize it. The reactants are: [Cl:1][C:2]1[C:3]([F:24])=[C:4]([C:16]2[CH:21]=[C:20]([O:22]C)[N:19]=[CH:18][N:17]=2)[C:5]([N:8]2[CH:12]=[C:11]([CH:13]([F:15])[F:14])[N:10]=[N:9]2)=[CH:6][CH:7]=1.Br.